Regression. Given a target protein amino acid sequence and a drug SMILES string, predict the binding affinity score between them. We predict pAffinity (pAffinity = -log10(affinity in M)). Dataset: bindingdb_patent. From a dataset of Drug-target binding data from BindingDB patent sources. The drug is CO[C@H]1CO[C@@H]2[C@H](CO[C@H]12)Oc1cc2ncnc(Nc3ccc(Br)c(Cl)c3)c2cc1OC. The target protein (P35968) has sequence MQSKVLLAVALWLCVETRAASVGLPSVSLDLPRLSIQKDILTIKANTTLQITCRGQRDLDWLWPNNQSGSEQRVEVTECSDGLFCKTLTIPKVIGNDTGAYKCFYRETDLASVIYVYVQDYRSPFIASVSDQHGVVYITENKNKTVVIPCLGSISNLNVSLCARYPEKRFVPDGNRISWDSKKGFTIPSYMISYAGMVFCEAKINDESYQSIMYIVVVVGYRIYDVVLSPSHGIELSVGEKLVLNCTARTELNVGIDFNWEYPSSKHQHKKLVNRDLKTQSGSEMKKFLSTLTIDGVTRSDQGLYTCAASSGLMTKKNSTFVRVHEKPFVAFGSGMESLVEATVGERVRIPAKYLGYPPPEIKWYKNGIPLESNHTIKAGHVLTIMEVSERDTGNYTVILTNPISKEKQSHVVSLVVYVPPQIGEKSLISPVDSYQYGTTQTLTCTVYAIPPPHHIHWYWQLEEECANEPSQAVSVTNPYPCEEWRSVEDFQGGNKIEVN.... The pAffinity is 7.3.